This data is from CYP2C19 inhibition data for predicting drug metabolism from PubChem BioAssay. The task is: Regression/Classification. Given a drug SMILES string, predict its absorption, distribution, metabolism, or excretion properties. Task type varies by dataset: regression for continuous measurements (e.g., permeability, clearance, half-life) or binary classification for categorical outcomes (e.g., BBB penetration, CYP inhibition). Dataset: cyp2c19_veith. (1) The molecule is FC(F)(F)c1ccccc1-c1cncnc1NCc1ccccc1. The result is 1 (inhibitor). (2) The drug is O=C(OCC(=O)c1ccc([N+](=O)[O-])cc1)/C(=C\c1ccc(Cl)cc1)NC(=O)c1ccccc1. The result is 1 (inhibitor). (3) The molecule is COCCn1c(C(=O)N2CCCC2)cc2c1C[C@H]1CN(C(=O)c3ccccc3)[C@@](Cc3ccccc3)(C(=O)OC)[C@@H]21. The result is 1 (inhibitor). (4) The compound is COc1ccc(C(N)=O)cc1NC(=O)c1cccc(F)c1. The result is 0 (non-inhibitor). (5) The molecule is CC(=O)Nc1ccc(S(=O)(=O)c2ccc(N)cc2)cc1. The result is 1 (inhibitor). (6) The compound is CC1=NN(c2ccc(S(=O)(=O)O)cc2)C(=O)/C1=C\c1ccc(Cl)cc1.c1ccncc1. The result is 0 (non-inhibitor). (7) The drug is NCCSS(=O)(=O)CCN. The result is 0 (non-inhibitor). (8) The molecule is COCc1cc(=O)[nH]c2cc(NC(=O)C(F)(F)F)c(C)cc12. The result is 0 (non-inhibitor). (9) The drug is COc1ccc(C(C(=O)NC2CCCCC2)N(C(=O)c2sc(C)nc2C)c2ccc(OC)cc2)cc1. The result is 1 (inhibitor).